Dataset: Full USPTO retrosynthesis dataset with 1.9M reactions from patents (1976-2016). Task: Predict the reactants needed to synthesize the given product. Given the product [F:2][C:3]1[CH:4]=[C:5]([C:11]([F:14])([F:13])[F:12])[C:6]2[NH:9][C:18]3[CH2:19][CH2:20][NH:15][CH2:16][C:17]=3[C:7]=2[CH:8]=1.[ClH:1], predict the reactants needed to synthesize it. The reactants are: [ClH:1].[F:2][C:3]1[CH:8]=[CH:7][C:6]([NH:9]N)=[C:5]([C:11]([F:14])([F:13])[F:12])[CH:4]=1.[NH:15]1[CH2:20][CH2:19][C:18](=O)[CH2:17][CH2:16]1.Cl.